This data is from Catalyst prediction with 721,799 reactions and 888 catalyst types from USPTO. The task is: Predict which catalyst facilitates the given reaction. (1) Reactant: FC1C=CC=C([N+]([O-])=O)C=1.[N+:11]([C:14]1[CH:15]=[C:16]([N:20]2[CH2:25][CH2:24][CH:23]([N:26]3[CH2:31][CH2:30][O:29][CH2:28][CH2:27]3)[CH2:22][CH2:21]2)[CH:17]=[CH:18][CH:19]=1)([O-:13])=[O:12].C(=O)([O-])[O-].[K+].[K+].N1CCC(N2CCOCC2)CC1.O. Product: [N+:11]([C:14]1[CH:15]=[C:16]([N:20]2[CH2:21][CH2:22][CH:23]([N:26]3[CH2:31][CH2:30][O:29][CH2:28][CH2:27]3)[CH2:24][CH2:25]2)[CH:17]=[CH:18][CH:19]=1)([O-:13])=[O:12]. The catalyst class is: 148. (2) Product: [C:20]([C@H:24]1[CH2:29][CH2:28][C@H:27]([O:1][C:2]2[C:3]([I:19])=[C:4]3[C:9](=[CH:10][CH:11]=2)[N:8]=[C:7]([C@:12]2([CH3:18])[CH2:16][O:15][C:14](=[O:17])[NH:13]2)[N:6]=[CH:5]3)[CH2:26][CH2:25]1)([CH3:23])([CH3:22])[CH3:21]. The catalyst class is: 2. Reactant: [OH:1][C:2]1[C:3]([I:19])=[C:4]2[C:9](=[CH:10][CH:11]=1)[N:8]=[C:7]([C@:12]1([CH3:18])[CH2:16][O:15][C:14](=[O:17])[NH:13]1)[N:6]=[CH:5]2.[C:20]([CH:24]1[CH2:29][CH2:28][CH:27](OS(C)(=O)=O)[CH2:26][CH2:25]1)([CH3:23])([CH3:22])[CH3:21].C(=O)([O-])[O-].[Cs+].[Cs+].C(O)(C)(C)C.CC(=O)CC. (3) Reactant: [C:1]([C:5]1[CH:6]=[C:7]([NH:11][C:12](=[O:26])[C:13]2[CH:18]=[CH:17][C:16]([N:19]3[CH2:24][CH2:23][NH:22][CH2:21][CH2:20]3)=[C:15]([F:25])[CH:14]=2)[CH:8]=[CH:9][CH:10]=1)([CH3:4])([CH3:3])[CH3:2].Br[C:28]1[CH:36]=[CH:35][C:31]([C:32]([OH:34])=[O:33])=[CH:30][CH:29]=1.CC([O-])(C)C.[Na+].CC1(C)C2C(=C(P(C3C=CC=CC=3)C3C=CC=CC=3)C=CC=2)OC2C(P(C3C=CC=CC=3)C3C=CC=CC=3)=CC=CC1=2. Product: [C:1]([C:5]1[CH:6]=[C:7]([NH:11][C:12]([C:13]2[CH:18]=[CH:17][C:16]([N:19]3[CH2:20][CH2:21][N:22]([C:28]4[CH:36]=[CH:35][C:31]([C:32]([OH:34])=[O:33])=[CH:30][CH:29]=4)[CH2:23][CH2:24]3)=[C:15]([F:25])[CH:14]=2)=[O:26])[CH:8]=[CH:9][CH:10]=1)([CH3:4])([CH3:2])[CH3:3]. The catalyst class is: 62. (4) Reactant: Cl[C:2]1[N:6]([CH3:7])[C:5]2[C:8]([CH:12]([CH2:15][CH3:16])[CH2:13][CH3:14])=[CH:9][CH:10]=[CH:11][C:4]=2[N:3]=1.[Cl:17][C:18]1[CH:23]=[C:22]([Cl:24])[CH:21]=[C:20]([CH3:25])[C:19]=1[OH:26].C(=O)([O-])[O-].[K+].[K+].C(=O)([O-])O.[Na+]. Product: [Cl:17][C:18]1[CH:23]=[C:22]([Cl:24])[CH:21]=[C:20]([CH3:25])[C:19]=1[O:26][C:2]1[N:6]([CH3:7])[C:5]2[C:8]([CH:12]([CH2:15][CH3:16])[CH2:13][CH3:14])=[CH:9][CH:10]=[CH:11][C:4]=2[N:3]=1. The catalyst class is: 9. (5) Reactant: [Br:1][C:2]1[CH:11]=[CH:10][C:5]([CH2:6][N:7]=[N+]=[N-])=[CH:4][CH:3]=1.C1(P(C2C=CC=CC=2)C2C=CC=CC=2)C=CC=CC=1. Product: [Br:1][C:2]1[CH:11]=[CH:10][C:5]([CH2:6][NH2:7])=[CH:4][CH:3]=1. The catalyst class is: 5. (6) Reactant: [Cl:1][C:2]1[CH:7]=[N:6][NH:5][C:4](=[O:8])[C:3]=1[CH:9]1[CH2:13][CH2:12][CH2:11][CH2:10]1.C(=O)([O-])[O-].[K+].[K+].[CH2:20](Br)[C:21]1[CH:26]=[CH:25][CH:24]=[CH:23][CH:22]=1. Product: [CH2:20]([N:5]1[C:4](=[O:8])[C:3]([CH:9]2[CH2:13][CH2:12][CH2:11][CH2:10]2)=[C:2]([Cl:1])[CH:7]=[N:6]1)[C:21]1[CH:26]=[CH:25][CH:24]=[CH:23][CH:22]=1. The catalyst class is: 3. (7) Reactant: [C:1]1([N:7]([CH:17]2[CH2:22][CH2:21][NH:20][CH2:19][CH2:18]2)[C:8](=[O:16])[CH2:9][N:10]2[CH2:15][CH2:14][CH2:13][CH2:12][CH2:11]2)[CH:6]=[CH:5][CH:4]=[CH:3][CH:2]=1.C(N(CC)CC)C.[Cl:30][C:31]1[CH:39]=[CH:38][C:34]([C:35](Cl)=[O:36])=[CH:33][CH:32]=1.C(=O)([O-])O.[Na+]. Product: [Cl:30][C:31]1[CH:39]=[CH:38][C:34]([C:35]([N:20]2[CH2:19][CH2:18][CH:17]([N:7]([C:1]3[CH:2]=[CH:3][CH:4]=[CH:5][CH:6]=3)[C:8](=[O:16])[CH2:9][N:10]3[CH2:15][CH2:14][CH2:13][CH2:12][CH2:11]3)[CH2:22][CH2:21]2)=[O:36])=[CH:33][CH:32]=1. The catalyst class is: 4. (8) Reactant: [NH:1]1[CH:5]=[CH:4][N:3]=[CH:2]1.Cl[CH2:7][C:8]1[CH:13]=[CH:12][C:11]([C@H:14]([C:32]2[CH:37]=[CH:36][C:35]([Cl:38])=[CH:34][CH:33]=2)[N:15]2[CH2:18][C:17](=[C:19]([C:24]3[CH:29]=[C:28]([F:30])[CH:27]=[C:26]([F:31])[CH:25]=3)[S:20]([CH3:23])(=[O:22])=[O:21])[CH2:16]2)=[CH:10][CH:9]=1.[I-].[Na+]. Product: [Cl:38][C:35]1[CH:34]=[CH:33][C:32]([C@@H:14]([C:11]2[CH:10]=[CH:9][C:8]([CH2:7][N:1]3[CH:5]=[CH:4][N:3]=[CH:2]3)=[CH:13][CH:12]=2)[N:15]2[CH2:18][C:17](=[C:19]([C:24]3[CH:25]=[C:26]([F:31])[CH:27]=[C:28]([F:30])[CH:29]=3)[S:20]([CH3:23])(=[O:21])=[O:22])[CH2:16]2)=[CH:37][CH:36]=1. The catalyst class is: 4. (9) Reactant: CCN(C(C)C)C(C)C.[O:10]([CH2:17][C:18](Cl)=[O:19])[C:11]1[CH:16]=[CH:15][CH:14]=[CH:13][CH:12]=1.[NH2:21][C:22]1[CH:23]=[CH:24][C:25]([N:49]2[C:57]3[C:52](=[CH:53][CH:54]=[CH:55][CH:56]=3)[C:51]([C:58](=[O:72])[N:59]([C:66]3[CH:71]=[CH:70][CH:69]=[CH:68][CH:67]=3)[C:60]3[CH:65]=[CH:64][CH:63]=[CH:62][CH:61]=3)=[N:50]2)=[C:26]([CH:48]=1)[C:27]([N:29]1[C@H:38]([CH2:39][NH:40][C:41](=[O:47])[O:42][C:43]([CH3:46])([CH3:45])[CH3:44])[CH2:37][C:36]2[C:31](=[CH:32][CH:33]=[CH:34][CH:35]=2)[CH2:30]1)=[O:28]. Product: [C:66]1([N:59]([C:60]2[CH:61]=[CH:62][CH:63]=[CH:64][CH:65]=2)[C:58]([C:51]2[C:52]3[C:57](=[CH:56][CH:55]=[CH:54][CH:53]=3)[N:49]([C:25]3[CH:24]=[CH:23][C:22]([NH:21][C:18](=[O:19])[CH2:17][O:10][C:11]4[CH:16]=[CH:15][CH:14]=[CH:13][CH:12]=4)=[CH:48][C:26]=3[C:27]([N:29]3[C@H:38]([CH2:39][NH:40][C:41](=[O:47])[O:42][C:43]([CH3:46])([CH3:45])[CH3:44])[CH2:37][C:36]4[C:31](=[CH:32][CH:33]=[CH:34][CH:35]=4)[CH2:30]3)=[O:28])[N:50]=2)=[O:72])[CH:71]=[CH:70][CH:69]=[CH:68][CH:67]=1. The catalyst class is: 4.